From a dataset of Forward reaction prediction with 1.9M reactions from USPTO patents (1976-2016). Predict the product of the given reaction. (1) The product is: [Br:1][C:2]1[CH:3]=[N:4][N:5]2[CH:10]=[CH:9][C:8]([NH:11][CH2:12][CH2:13][NH:14][CH3:15])=[N:7][C:6]=12. Given the reactants [Br:1][C:2]1[CH:3]=[N:4][N:5]2[CH:10]=[CH:9][C:8]([NH:11][CH2:12][CH2:13][N:14](C)[C:15](=O)OC(C)(C)C)=[N:7][C:6]=12.C(O)(C(F)(F)F)=O, predict the reaction product. (2) Given the reactants [Br:1][C:2]1[C:3]([NH:9][CH2:10][CH3:11])=[C:4]([NH2:8])[CH:5]=[N:6][CH:7]=1.[C:12]([CH2:14][C:15](OCC)=O)#[N:13], predict the reaction product. The product is: [Br:1][C:2]1[C:3]2[N:9]([CH2:10][CH3:11])[C:15]([CH2:14][C:12]#[N:13])=[N:8][C:4]=2[CH:5]=[N:6][CH:7]=1. (3) The product is: [C:16]1([CH:15]([C:22]2[CH:27]=[CH:26][CH:25]=[CH:24][CH:23]=2)[CH2:14][CH2:13][NH:12][C:10]2[C:9]3[C:4](=[CH:5][CH:6]=[CH:7][CH:8]=3)[N:3]=[C:2]([C:33]3[CH:32]=[N:31][C:30]([N:29]([CH3:39])[CH3:28])=[N:35][CH:34]=3)[N:11]=2)[CH:21]=[CH:20][CH:19]=[CH:18][CH:17]=1. Given the reactants Cl[C:2]1[N:11]=[C:10]([NH:12][CH2:13][CH2:14][CH:15]([C:22]2[CH:27]=[CH:26][CH:25]=[CH:24][CH:23]=2)[C:16]2[CH:21]=[CH:20][CH:19]=[CH:18][CH:17]=2)[C:9]2[C:4](=[CH:5][CH:6]=[CH:7][CH:8]=2)[N:3]=1.[CH3:28][N:29]([CH3:39])[C:30]1[N:35]=[CH:34][C:33](B(O)O)=[CH:32][N:31]=1.C(NC1C2C(=CC=CC=2)N=C(C2SC3C=CC=CC=3C=2)N=1)(C1C=CC=CC=1)C1C=CC=CC=1, predict the reaction product. (4) Given the reactants Br[C:2]1[CH:9]=[CH:8][C:5]([CH:6]=[O:7])=[CH:4][CH:3]=1.[C:10]([O:15][CH2:16][CH3:17])(=[O:14])/[CH:11]=[CH:12]/[CH3:13].C1(P(C2C=CC=CC=2)C2C=CC=CC=2)C=CC=CC=1, predict the reaction product. The product is: [CH2:16]([O:15][C:10](=[O:14])/[CH:11]=[C:12](/[C:2]1[CH:9]=[CH:8][C:5]([CH:6]=[O:7])=[CH:4][CH:3]=1)\[CH3:13])[CH3:17]. (5) Given the reactants [CH3:1][O:2][CH2:3][CH2:4][O:5][C:6]1[CH:7]=[C:8]([CH:11]=[CH:12][CH:13]=1)[CH:9]=[O:10].[C:14](#[N:16])[CH3:15], predict the reaction product. The product is: [CH3:1][O:2][CH2:3][CH2:4][O:5][C:6]1[CH:7]=[C:8]([CH:9]([OH:10])[CH2:15][C:14]#[N:16])[CH:11]=[CH:12][CH:13]=1. (6) Given the reactants [Cl:1][C:2]1[CH:9]=[C:8]([O:10][CH2:11][C:12]2([CH2:15][OH:16])[CH2:14][CH2:13]2)[CH:7]=[CH:6][C:3]=1[C:4]#[N:5].O[C:18]1[CH:23]=[CH:22][C:21]([CH:24]([C:30]#[C:31][CH3:32])[CH2:25][C:26]([O:28]C)=[O:27])=[CH:20][CH:19]=1, predict the reaction product. The product is: [Cl:1][C:2]1[CH:9]=[C:8]([CH:7]=[CH:6][C:3]=1[C:4]#[N:5])[O:10][CH2:11][C:12]1([CH2:15][O:16][C:18]2[CH:23]=[CH:22][C:21]([CH:24]([C:30]#[C:31][CH3:32])[CH2:25][C:26]([OH:28])=[O:27])=[CH:20][CH:19]=2)[CH2:13][CH2:14]1. (7) Given the reactants [C:1]([O:5][C:6]([NH:8][CH2:9][CH2:10][CH2:11][O:12][C:13]1[CH:18]=[C:17]([CH2:19][OH:20])[N:16]=[C:15]([CH2:21][OH:22])[CH:14]=1)=[O:7])([CH3:4])([CH3:3])[CH3:2].[OH-:23].[K+].[S:25](Cl)([C:28]1[CH:34]=[CH:33][C:31]([CH3:32])=[CH:30][CH:29]=1)(=[O:27])=[O:26], predict the reaction product. The product is: [C:1]([O:5][C:6]([NH:8][CH2:9][CH2:10][CH2:11][O:12][C:13]1[CH:18]=[C:17]([CH2:19][O:20][S:25]([C:28]2[CH:34]=[CH:33][C:31]([CH3:32])=[CH:30][CH:29]=2)(=[O:27])=[O:26])[N:16]=[C:15]([CH2:21][O:22][S:25]([C:28]2[CH:34]=[CH:33][C:31]([CH3:32])=[CH:30][CH:29]=2)(=[O:26])=[O:23])[CH:14]=1)=[O:7])([CH3:4])([CH3:2])[CH3:3]. (8) Given the reactants [C:1]([CH2:4][C:5]1[N:6]=[C:7]([S:10][C:11]([CH3:16])([CH3:15])[C:12]([OH:14])=[O:13])[S:8][CH:9]=1)([OH:3])=O.[CH2:17]([O:19][C:20](=[O:29])[CH2:21][C:22]1[CH:27]=[CH:26][C:25]([NH2:28])=[CH:24][CH:23]=1)[CH3:18].C1C=C2N=NN(O)C2=CC=1.O.C(N=C=NC(C)C)(C)C, predict the reaction product. The product is: [CH2:17]([O:19][C:20](=[O:29])[CH2:21][C:22]1[CH:23]=[CH:24][C:25]([NH:28][C:1](=[O:3])[CH2:4][C:5]2[N:6]=[C:7]([S:10][C:11]([CH3:16])([CH3:15])[C:12]([OH:14])=[O:13])[S:8][CH:9]=2)=[CH:26][CH:27]=1)[CH3:18]. (9) Given the reactants C1(P(C2C=CC=CC=2)C2C=CC=CC=2)C=CC=CC=1.N(C(OC(C)C)=O)=NC([O-])=O.O[CH2:32][C@H:33]([CH2:37][C:38]1[CH:43]=[CH:42][C:41]2[O:44][CH2:45][O:46][C:40]=2[CH:39]=1)[C:34]([OH:36])=[O:35], predict the reaction product. The product is: [CH2:45]1[O:44][C:41]2[CH:42]=[CH:43][C:38]([CH2:37][C@H:33]3[CH2:32][O:35][C:34]3=[O:36])=[CH:39][C:40]=2[O:46]1. (10) Given the reactants [NH2:1][C:2]1[CH:24]=[CH:23][C:5]2[N:6]([C:17]3[CH:22]=[CH:21][CH:20]=[CH:19][N:18]=3)[C:7](/[CH:9]=[CH:10]/[C:11]3[CH:16]=[CH:15][CH:14]=[CH:13][CH:12]=3)=[N:8][C:4]=2[CH:3]=1.[CH:25](OCC)(OCC)OCC.[BH4-].[Na+].C(=O)(O)[O-].[Na+].[ClH:42], predict the reaction product. The product is: [ClH:42].[CH3:25][NH:1][C:2]1[CH:24]=[CH:23][C:5]2[N:6]([C:17]3[CH:22]=[CH:21][CH:20]=[CH:19][N:18]=3)[C:7](/[CH:9]=[CH:10]/[C:11]3[CH:16]=[CH:15][CH:14]=[CH:13][CH:12]=3)=[N:8][C:4]=2[CH:3]=1.